This data is from Forward reaction prediction with 1.9M reactions from USPTO patents (1976-2016). The task is: Predict the product of the given reaction. (1) Given the reactants [NH2:1][C:2]1[CH:10]=[C:9]([F:11])[C:8]([N:12]2[CH2:17][CH2:16][O:15][CH2:14][CH2:13]2)=[CH:7][C:3]=1[C:4]([OH:6])=[O:5], predict the reaction product. The product is: [C:4]([O:5][C:4](=[O:6])[C:3]1[CH:7]=[C:8]([N:12]2[CH2:17][CH2:16][O:15][CH2:14][CH2:13]2)[C:9]([F:11])=[CH:10][C:2]=1[NH:1][C:14](=[O:15])[CH3:13])(=[O:5])[CH3:3]. (2) Given the reactants [Cl:1][C:2]1[CH:7]=[C:6](Cl)[N:5]2[N:9]=[C:10]([C:20]3[CH:25]=[CH:24][C:23]([O:26][CH3:27])=[CH:22][CH:21]=3)[C:11]([C:12]3[CH:17]=[CH:16][N:15]=[C:14]([S:18][CH3:19])[N:13]=3)=[C:4]2[CH:3]=1.C(OCC)(=O)C.[CH:34]1([NH2:39])[CH2:38][CH2:37][CH2:36][CH2:35]1, predict the reaction product. The product is: [Cl:1][C:2]1[CH:7]=[C:6]([NH:39][CH:34]2[CH2:38][CH2:37][CH2:36][CH2:35]2)[N:5]2[N:9]=[C:10]([C:20]3[CH:25]=[CH:24][C:23]([O:26][CH3:27])=[CH:22][CH:21]=3)[C:11]([C:12]3[CH:17]=[CH:16][N:15]=[C:14]([S:18][CH3:19])[N:13]=3)=[C:4]2[CH:3]=1. (3) Given the reactants [F:1][C:2]1[CH:10]=[C:9]([C:11]([F:14])([F:13])[F:12])[CH:8]=[CH:7][C:3]=1[C:4]([OH:6])=O.C(N(CC)C(C)C)(C)C.CN(C(ON1N=NC2C=CC=NC1=2)=[N+](C)C)C.F[P-](F)(F)(F)(F)F.Cl.[CH3:49][O:50][C:51]([C:53]1[N:54]=[N:55][N:56]([CH2:58][CH2:59][NH2:60])[CH:57]=1)=[O:52], predict the reaction product. The product is: [CH3:49][O:50][C:51]([C:53]1[N:54]=[N:55][N:56]([CH2:58][CH2:59][NH:60][C:4](=[O:6])[C:3]2[CH:7]=[CH:8][C:9]([C:11]([F:14])([F:13])[F:12])=[CH:10][C:2]=2[F:1])[CH:57]=1)=[O:52]. (4) Given the reactants [CH:1](C=O)=[O:2].[CH3:5][O:6][CH:7]([O:10][CH3:11])[CH:8]=[O:9].[C:12]1(C)C=CC(S(O)(=O)=O)=CC=1, predict the reaction product. The product is: [CH3:5][O:6][CH:7]([O:10][CH3:11])[CH:8]([O:2][CH3:1])[O:9][CH3:12]. (5) Given the reactants [Si]([O:18][CH2:19][CH2:20][O:21][C:22]1[CH:27]=[CH:26][C:25](/[CH:28]=[CH:29]/[C:30]([NH:32][S:33]([CH2:36][CH2:37][CH2:38][CH2:39][CH3:40])(=[O:35])=[O:34])=[O:31])=[C:24]([O:41][C:42]2[C:47]([Cl:48])=[CH:46][C:45]([C:49]([F:52])([F:51])[F:50])=[CH:44][N:43]=2)[CH:23]=1)(C(C)(C)C)(C1C=CC=CC=1)C1C=CC=CC=1.[F-].C([N+](CCCC)(CCCC)CCCC)CCC.Cl, predict the reaction product. The product is: [OH2:18].[Cl:48][C:47]1[C:42]([O:41][C:24]2[CH:23]=[C:22]([O:21][CH2:20][CH2:19][OH:18])[CH:27]=[CH:26][C:25]=2/[CH:28]=[CH:29]/[C:30]([NH:32][S:33]([CH2:36][CH2:37][CH2:38][CH2:39][CH3:40])(=[O:35])=[O:34])=[O:31])=[N:43][CH:44]=[C:45]([C:49]([F:51])([F:50])[F:52])[CH:46]=1. (6) Given the reactants Br[C:2]1[CH:25]=[CH:24][C:5]([CH2:6][N:7]2[CH:12]=[C:11]3[N:13]=[C:14]([C:16]4[CH:21]=[CH:20][CH:19]=[C:18]([F:22])[C:17]=4[F:23])[N:15]=[C:10]3[CH:9]=[N:8]2)=[CH:4][CH:3]=1.[F:26][C:27]([F:42])([F:41])[C:28]1[CH:33]=[C:32]([C:34]([F:37])([F:36])[F:35])[CH:31]=[CH:30][C:29]=1B(O)O, predict the reaction product. The product is: [F:26][C:27]([F:41])([F:42])[C:28]1[CH:33]=[C:32]([C:34]([F:35])([F:36])[F:37])[CH:31]=[CH:30][C:29]=1[C:2]1[CH:25]=[CH:24][C:5]([CH2:6][N:7]2[CH:12]=[C:11]3[N:13]=[C:14]([C:16]4[CH:21]=[CH:20][CH:19]=[C:18]([F:22])[C:17]=4[F:23])[N:15]=[C:10]3[CH:9]=[N:8]2)=[CH:4][CH:3]=1. (7) Given the reactants [F:1][C:2]([F:40])([F:39])[C:3]1[CH:4]=[C:5]([CH:32]=[C:33]([C:35]([F:38])([F:37])[F:36])[CH:34]=1)[CH2:6][N:7]([CH2:20][C:21]1[CH:26]=[C:25]([C:27]([F:30])([F:29])[F:28])[CH:24]=[CH:23][C:22]=1[OH:31])[C:8]1[N:13]=[CH:12][C:11]([N:14]2[CH2:19][CH2:18][O:17][CH2:16][CH2:15]2)=[CH:10][N:9]=1.N1C=CC=CC=1.[F:47][C:48]([F:61])([F:60])[S:49](O[S:49]([C:48]([F:61])([F:60])[F:47])(=[O:51])=[O:50])(=[O:51])=[O:50].C(=O)(O)[O-].[Na+], predict the reaction product. The product is: [F:40][C:2]([F:1])([F:39])[C:3]1[CH:4]=[C:5]([CH:32]=[C:33]([C:35]([F:37])([F:36])[F:38])[CH:34]=1)[CH2:6][N:7]([CH2:20][C:21]1[CH:26]=[C:25]([C:27]([F:30])([F:29])[F:28])[CH:24]=[CH:23][C:22]=1[O:31][S:49]([C:48]([F:61])([F:60])[F:47])(=[O:51])=[O:50])[C:8]1[N:13]=[CH:12][C:11]([N:14]2[CH2:15][CH2:16][O:17][CH2:18][CH2:19]2)=[CH:10][N:9]=1. (8) Given the reactants [Cl:1][C:2]1[CH:3]=[C:4]2[C:9](=[C:10]([Cl:12])[CH:11]=1)[CH2:8][N:7]([CH3:13])[CH2:6][CH:5]2[C:14]1[CH:15]=[C:16]([NH2:20])[CH:17]=[CH:18][CH:19]=1.[CH3:21][S:22](Cl)(=[O:24])=[O:23], predict the reaction product. The product is: [ClH:1].[Cl:1][C:2]1[CH:3]=[C:4]2[C:9](=[C:10]([Cl:12])[CH:11]=1)[CH2:8][N:7]([CH3:13])[CH2:6][CH:5]2[C:14]1[CH:15]=[C:16]([NH:20][S:22]([CH3:21])(=[O:24])=[O:23])[CH:17]=[CH:18][CH:19]=1. (9) Given the reactants [CH2:1]([O:3][CH:4]([O:9][CH2:10][CH3:11])[CH2:5][CH2:6][C:7]#[N:8])[CH3:2].C(O)C[CH2:14][CH2:15][CH2:16][CH2:17][CH2:18][CH3:19].[C:21]1(C)[CH:26]=[CH:25][C:24](S([O-])(=O)=O)=[CH:23][CH:22]=1.[NH+]1C=CC=CC=1, predict the reaction product. The product is: [CH2:10]([O:9][CH:4]([O:3][CH2:1][CH2:2][CH2:19][CH2:18][CH2:17][CH2:16][CH2:15][CH3:14])[CH2:5][CH2:6][C:7]#[N:8])[CH2:11][CH2:25][CH2:26][CH2:21][CH2:22][CH2:23][CH3:24]. (10) Given the reactants CO[C:3]1([C:8]2[CH:13]=[CH:12][C:11]([S:14][CH3:15])=[CH:10][CH:9]=2)[C:5]([CH3:7])([CH3:6])[O:4]1.[CH2:16]([NH:18][CH2:19][CH3:20])[CH3:17], predict the reaction product. The product is: [CH2:16]([N:18]([CH2:19][CH3:20])[C:5]([CH3:7])([CH3:6])[C:3]([C:8]1[CH:13]=[CH:12][C:11]([S:14][CH3:15])=[CH:10][CH:9]=1)=[O:4])[CH3:17].